The task is: Predict which catalyst facilitates the given reaction.. This data is from Catalyst prediction with 721,799 reactions and 888 catalyst types from USPTO. (1) Reactant: [Br:1][C:2]1[CH:7]=[CH:6][C:5]([OH:8])=[C:4]([CH3:9])[CH:3]=1.C([O-])([O-])=O.[Cs+].[Cs+].I[CH2:17][CH3:18]. Product: [Br:1][C:2]1[CH:7]=[CH:6][C:5]([O:8][CH2:17][CH3:18])=[C:4]([CH3:9])[CH:3]=1. The catalyst class is: 3. (2) Product: [CH3:15][S:16]([O:1][CH2:2][CH:3]1[CH2:7][CH2:6][CH2:5][N:4]1[C:8]([O:10][C:11]([CH3:14])([CH3:13])[CH3:12])=[O:9])(=[O:18])=[O:17]. Reactant: [OH:1][CH2:2][CH:3]1[CH2:7][CH2:6][CH2:5][N:4]1[C:8]([O:10][C:11]([CH3:14])([CH3:13])[CH3:12])=[O:9].[CH3:15][S:16](Cl)(=[O:18])=[O:17].O. The catalyst class is: 2. (3) Reactant: [Cl:1][C:2]1[CH:7]=[C:6]([N+:8]([O-])=O)[C:5]([C:11]2[CH:16]=[CH:15][C:14]([F:17])=[CH:13][CH:12]=2)=[C:4]([O:18][CH3:19])[CH:3]=1. Product: [Cl:1][C:2]1[CH:7]=[C:6]([NH2:8])[C:5]([C:11]2[CH:16]=[CH:15][C:14]([F:17])=[CH:13][CH:12]=2)=[C:4]([O:18][CH3:19])[CH:3]=1. The catalyst class is: 292. (4) Reactant: CCOC(/N=N/C(OCC)=O)=O.[OH:13][C:14]1[CH:15]=[C:16]2[C:21](=[CH:22][CH:23]=1)[NH:20][C:19](=[O:24])[CH2:18][CH2:17]2.C1(P(C2C=CC=CC=2)C2C=CC=CC=2)C=CC=CC=1.[C:44]([N:51]1[CH2:54][CH:53]([CH2:55]O)[CH2:52]1)([O:46][C:47]([CH3:50])([CH3:49])[CH3:48])=[O:45]. Product: [O:24]=[C:19]1[CH2:18][CH2:17][C:16]2[C:21](=[CH:22][CH:23]=[C:14]([O:13][CH2:55][CH:53]3[CH2:54][N:51]([C:44]([O:46][C:47]([CH3:48])([CH3:50])[CH3:49])=[O:45])[CH2:52]3)[CH:15]=2)[NH:20]1. The catalyst class is: 334.